This data is from Full USPTO retrosynthesis dataset with 1.9M reactions from patents (1976-2016). The task is: Predict the reactants needed to synthesize the given product. (1) Given the product [Cl:1][C:2]1[CH:3]=[C:4]([C:8]2[O:12][N:11]=[CH:10][C:9]=2[CH2:13][CH2:14][CH2:15][OH:16])[S:5][C:6]=1[Cl:7], predict the reactants needed to synthesize it. The reactants are: [Cl:1][C:2]1[CH:3]=[C:4]([C:8]2[O:12][N:11]=[CH:10][C:9]=2[CH2:13][CH2:14][C:15](OC)=[O:16])[S:5][C:6]=1[Cl:7].[H-].C([Al+]CC(C)C)C(C)C.Cl. (2) Given the product [NH2:20][C:13]1[CH:12]=[C:11]([CH:16]=[CH:15][C:14]=1[NH2:17])[C:10]([NH:9][CH2:8][CH2:7][N:1]1[CH2:6][CH2:5][O:4][CH2:3][CH2:2]1)=[O:23], predict the reactants needed to synthesize it. The reactants are: [N:1]1([CH2:7][CH2:8][NH:9][C:10](=[O:23])[C:11]2[CH:16]=[CH:15][C:14]([N+:17]([O-])=O)=[C:13]([N+:20]([O-])=O)[CH:12]=2)[CH2:6][CH2:5][O:4][CH2:3][CH2:2]1. (3) Given the product [CH3:1][CH:2]1[CH2:6][CH2:5][CH2:4][N:3]1[CH2:7][CH2:8][CH2:9][O:10][C:11]1[CH:16]=[CH:15][C:14]([C:17]2[S:18][C:19]3[CH2:25][CH2:24][CH2:23][CH:22]([NH2:26])[C:20]=3[N:21]=2)=[CH:13][CH:12]=1, predict the reactants needed to synthesize it. The reactants are: [CH3:1][CH:2]1[CH2:6][CH2:5][CH2:4][N:3]1[CH2:7][CH2:8][CH2:9][O:10][C:11]1[CH:16]=[CH:15][C:14]([C:17]2[S:18][C:19]3[CH2:25][CH2:24][CH2:23][CH:22]([NH:26]C(=O)OCC4C=CC=CC=4)[C:20]=3[N:21]=2)=[CH:13][CH:12]=1.O. (4) Given the product [NH2:15][CH2:16][CH2:17][NH:18][C:19]1[C:20]([C:33]([O:35][CH2:36][CH3:37])=[O:34])=[N:21][CH:22]=[C:23]([CH2:25][C:26]2[CH:31]=[CH:30][C:29]([F:32])=[CH:28][CH:27]=2)[CH:24]=1, predict the reactants needed to synthesize it. The reactants are: FC(F)(F)C(O)=O.CC(OC([NH:15][CH2:16][CH2:17][NH:18][C:19]1[C:20]([C:33]([O:35][CH2:36][CH3:37])=[O:34])=[N:21][CH:22]=[C:23]([CH2:25][C:26]2[CH:31]=[CH:30][C:29]([F:32])=[CH:28][CH:27]=2)[CH:24]=1)=O)(C)C. (5) Given the product [C:8]1([CH3:9])[CH:13]=[C:12]([CH3:17])[CH:11]=[C:10]([CH3:20])[C:15]=1[Mn:2][C:11]1[C:12]([CH3:17])=[CH:13][C:14]([CH3:16])=[CH:15][C:10]=1[CH3:20], predict the reactants needed to synthesize it. The reactants are: [Cl-].[Mn+2:2].[Cl-].O1[CH2:9][CH2:8]OCC1.[C:10]1([CH3:20])[CH:15]=[C:14]([CH3:16])[CH:13]=[C:12]([CH3:17])[C:11]=1[Mg]Br. (6) Given the product [N:15]1[N:16]2[CH:21]=[CH:20][CH:19]=[N:18][C:17]2=[N:22][C:14]=1[N:1]1[CH2:6][CH2:5][CH:4]([C@H:7]2[CH2:9][C@H:8]2[CH2:10][CH2:11][OH:12])[CH2:3][CH2:2]1, predict the reactants needed to synthesize it. The reactants are: [NH:1]1[CH2:6][CH2:5][CH:4]([C@H:7]2[CH2:9][C@H:8]2[CH2:10][CH2:11][OH:12])[CH2:3][CH2:2]1.Br[C:14]1[N:22]=[C:17]2[N:18]=[CH:19][CH:20]=[CH:21][N:16]2[N:15]=1.CCN(C(C)C)C(C)C.